From a dataset of NCI-60 drug combinations with 297,098 pairs across 59 cell lines. Regression. Given two drug SMILES strings and cell line genomic features, predict the synergy score measuring deviation from expected non-interaction effect. (1) Drug 1: CS(=O)(=O)CCNCC1=CC=C(O1)C2=CC3=C(C=C2)N=CN=C3NC4=CC(=C(C=C4)OCC5=CC(=CC=C5)F)Cl. Drug 2: C1=CN(C=N1)CC(O)(P(=O)(O)O)P(=O)(O)O. Cell line: KM12. Synergy scores: CSS=-2.76, Synergy_ZIP=3.90, Synergy_Bliss=3.79, Synergy_Loewe=-4.74, Synergy_HSA=-3.20. (2) Drug 1: CC(CN1CC(=O)NC(=O)C1)N2CC(=O)NC(=O)C2. Drug 2: C1C(C(OC1N2C=NC3=C2NC=NCC3O)CO)O. Cell line: OVCAR-5. Synergy scores: CSS=19.1, Synergy_ZIP=-5.83, Synergy_Bliss=-0.352, Synergy_Loewe=-1.64, Synergy_HSA=0.634. (3) Drug 1: C1CCC(C1)C(CC#N)N2C=C(C=N2)C3=C4C=CNC4=NC=N3. Drug 2: C1CC(C1)(C(=O)O)C(=O)O.[NH2-].[NH2-].[Pt+2]. Cell line: HS 578T. Synergy scores: CSS=10.9, Synergy_ZIP=0.103, Synergy_Bliss=4.54, Synergy_Loewe=-5.08, Synergy_HSA=-0.654. (4) Drug 1: CC12CCC3C(C1CCC2=O)CC(=C)C4=CC(=O)C=CC34C. Drug 2: C1=CC=C(C(=C1)C(C2=CC=C(C=C2)Cl)C(Cl)Cl)Cl. Cell line: SNB-75. Synergy scores: CSS=32.9, Synergy_ZIP=-8.47, Synergy_Bliss=-1.24, Synergy_Loewe=0.549, Synergy_HSA=-0.166. (5) Drug 1: CC1=C2C(C(=O)C3(C(CC4C(C3C(C(C2(C)C)(CC1OC(=O)C(C(C5=CC=CC=C5)NC(=O)OC(C)(C)C)O)O)OC(=O)C6=CC=CC=C6)(CO4)OC(=O)C)O)C)O. Drug 2: CC(C)NC(=O)C1=CC=C(C=C1)CNNC.Cl. Cell line: CAKI-1. Synergy scores: CSS=14.3, Synergy_ZIP=-4.13, Synergy_Bliss=-1.51, Synergy_Loewe=-21.0, Synergy_HSA=-5.26. (6) Drug 1: CC1C(C(CC(O1)OC2CC(CC3=C2C(=C4C(=C3O)C(=O)C5=C(C4=O)C(=CC=C5)OC)O)(C(=O)C)O)N)O.Cl. Drug 2: CCC1(C2=C(COC1=O)C(=O)N3CC4=CC5=C(C=CC(=C5CN(C)C)O)N=C4C3=C2)O.Cl. Cell line: EKVX. Synergy scores: CSS=13.4, Synergy_ZIP=-1.85, Synergy_Bliss=4.41, Synergy_Loewe=5.10, Synergy_HSA=4.85. (7) Drug 1: CCC1(CC2CC(C3=C(CCN(C2)C1)C4=CC=CC=C4N3)(C5=C(C=C6C(=C5)C78CCN9C7C(C=CC9)(C(C(C8N6C)(C(=O)OC)O)OC(=O)C)CC)OC)C(=O)OC)O.OS(=O)(=O)O. Drug 2: B(C(CC(C)C)NC(=O)C(CC1=CC=CC=C1)NC(=O)C2=NC=CN=C2)(O)O. Cell line: BT-549. Synergy scores: CSS=16.3, Synergy_ZIP=-4.79, Synergy_Bliss=-8.31, Synergy_Loewe=-19.1, Synergy_HSA=-8.47. (8) Drug 1: CC1=C(C=C(C=C1)NC2=NC=CC(=N2)N(C)C3=CC4=NN(C(=C4C=C3)C)C)S(=O)(=O)N.Cl. Drug 2: CC12CCC(CC1=CCC3C2CCC4(C3CC=C4C5=CN=CC=C5)C)O. Cell line: M14. Synergy scores: CSS=2.94, Synergy_ZIP=1.49, Synergy_Bliss=4.97, Synergy_Loewe=0.464, Synergy_HSA=1.62. (9) Drug 1: COC1=C(C=C2C(=C1)N=CN=C2NC3=CC(=C(C=C3)F)Cl)OCCCN4CCOCC4. Drug 2: CC(C)NC(=O)C1=CC=C(C=C1)CNNC.Cl. Cell line: UO-31. Synergy scores: CSS=24.2, Synergy_ZIP=-1.46, Synergy_Bliss=-2.84, Synergy_Loewe=-12.1, Synergy_HSA=-2.25.